This data is from Forward reaction prediction with 1.9M reactions from USPTO patents (1976-2016). The task is: Predict the product of the given reaction. (1) Given the reactants CO[CH:3](OC)[N:4]([CH3:6])[CH3:5].[O:9]=[C:10]([CH2:17][CH3:18])[CH2:11][C:12]([O:14][CH2:15][CH3:16])=[O:13], predict the reaction product. The product is: [CH3:6][N:4]([CH:3]=[C:11]([C:10](=[O:9])[CH2:17][CH3:18])[C:12]([O:14][CH2:15][CH3:16])=[O:13])[CH3:5]. (2) Given the reactants Br[CH2:2][C:3]([C:5]1[CH:10]=[CH:9][CH:8]=[CH:7][C:6]=1[N+:11]([O-:13])=[O:12])=O.[N:14]1[CH:19]=[CH:18][CH:17]=[CH:16][C:15]=1[CH3:20].CC(C)=O.C(N(CC)CC)C, predict the reaction product. The product is: [N+:11]([C:6]1[CH:7]=[CH:8][CH:9]=[CH:10][C:5]=1[C:3]1[CH:20]=[C:15]2[N:14]([CH:2]=1)[CH:19]=[CH:18][CH:17]=[CH:16]2)([O-:13])=[O:12]. (3) Given the reactants N[C:2]1[CH:7]=[C:6]([N:8]([CH3:10])[CH3:9])[CH:5]=[CH:4][C:3]=1[S:11]([NH:14][C:15]1[CH:16]=[CH:17][CH:18]=[C:19]2[C:24]=1[N:23]=[CH:22][CH:21]=[CH:20]2)(=[O:13])=[O:12].N(OC(C)(C)C)=O.CC(O)=O, predict the reaction product. The product is: [O:13]=[S:11]1(=[O:12])[C:3]2[C:2](=[CH:7][C:6]([N:8]([CH3:9])[CH3:10])=[CH:5][CH:4]=2)[C:16]2[C:15](=[C:24]3[C:19](=[CH:18][CH:17]=2)[CH:20]=[CH:21][CH:22]=[N:23]3)[NH:14]1. (4) Given the reactants [F:1][C:2]1[CH:7]=[C:6]([F:8])[CH:5]=[CH:4][C:3]=1[NH:9][C:10]1[C:19]2[C:14](=[CH:15][C:16]([O:26][CH2:27][CH3:28])=[C:17]([C:20]3[CH2:21][CH2:22][NH:23][CH2:24][CH:25]=3)[CH:18]=2)[N:13]=[CH:12][C:11]=1[C:29]([NH2:31])=[O:30].C(O)(C(F)(F)F)=O.C([SiH](CC)CC)C, predict the reaction product. The product is: [F:1][C:2]1[CH:7]=[C:6]([F:8])[CH:5]=[CH:4][C:3]=1[NH:9][C:10]1[C:19]2[C:14](=[CH:15][C:16]([O:26][CH2:27][CH3:28])=[C:17]([CH:20]3[CH2:21][CH2:22][NH:23][CH2:24][CH2:25]3)[CH:18]=2)[N:13]=[CH:12][C:11]=1[C:29]([NH2:31])=[O:30]. (5) Given the reactants [C:1]1([Mg]Br)[CH:6]=[CH:5][CH:4]=[CH:3][CH:2]=1.[Br:9][C:10]1[CH:17]=[CH:16][CH:15]=[CH:14][C:11]=1[CH:12]=[O:13], predict the reaction product. The product is: [Br:9][C:10]1[CH:17]=[CH:16][CH:15]=[CH:14][C:11]=1[CH:12]([C:1]1[CH:6]=[CH:5][CH:4]=[CH:3][CH:2]=1)[OH:13]. (6) Given the reactants CS(O)(=O)=O.[NH2:6][C:7]1[CH:16]=[C:15]2[C:10]([CH:11]=[C:12]([C:20]3[C:21]([Cl:37])=[CH:22][C:23]([F:36])=[C:24]([NH:26][C:27]([NH:29][C:30]4[CH:35]=[CH:34][CH:33]=[CH:32][CH:31]=4)=[O:28])[CH:25]=3)[C:13](=[O:19])[N:14]2[CH2:17][CH3:18])=[CH:9][N:8]=1.N1C=CC=CC=1.[CH3:44][O:45][CH2:46][C:47](Cl)=[O:48].CCOC(C)=O, predict the reaction product. The product is: [Cl:37][C:21]1[CH:22]=[C:23]([F:36])[C:24]([NH:26][C:27]([NH:29][C:30]2[CH:31]=[CH:32][CH:33]=[CH:34][CH:35]=2)=[O:28])=[CH:25][C:20]=1[C:12]1[C:13](=[O:19])[N:14]([CH2:17][CH3:18])[C:15]2[C:10]([CH:11]=1)=[CH:9][N:8]=[C:7]([NH:6][C:47](=[O:48])[CH2:46][O:45][CH3:44])[CH:16]=2. (7) Given the reactants [CH3:1][C:2]1[C:10]2[CH2:9][O:8][C:7](=[O:11])[C:6]=2[CH:5]=[CH:4][C:3]=1[C@@H:12]1[CH2:14][O:13]1.[CH3:15][O:16][C:17]1[CH:24]=[C:23]([C@@H:25]2[O:30][CH2:29][C@H:28]3[CH2:31][NH:32][CH2:33][CH2:34][N:27]3[CH2:26]2)[CH:22]=[CH:21][C:18]=1[C:19]#[N:20], predict the reaction product. The product is: [OH:13][C@H:12]([C:3]1[CH:4]=[CH:5][C:6]2[C:7](=[O:11])[O:8][CH2:9][C:10]=2[C:2]=1[CH3:1])[CH2:14][N:32]1[CH2:33][CH2:34][N:27]2[C@@H:28]([CH2:29][O:30][C@@H:25]([C:23]3[CH:22]=[CH:21][C:18]([C:19]#[N:20])=[C:17]([O:16][CH3:15])[CH:24]=3)[CH2:26]2)[CH2:31]1. (8) Given the reactants C(OC(=O)[NH:7][CH2:8][CH2:9][CH2:10][O:11][C:12]1[CH:17]=[C:16]([N:18]2[CH2:22][CH2:21][CH2:20][S:19]2(=[O:24])=[O:23])[CH:15]=[CH:14][C:13]=1[C:25]([N:27]1[CH2:32][CH2:31][N:30]([C:33]2[CH:38]=[CH:37][C:36]([CH3:39])=[CH:35][C:34]=2[CH3:40])[CH2:29][CH2:28]1)=[O:26])(C)(C)C.FC(F)(F)C(O)=O.C(=O)([O-])O.[Na+], predict the reaction product. The product is: [NH2:7][CH2:8][CH2:9][CH2:10][O:11][C:12]1[CH:17]=[C:16]([N:18]2[CH2:22][CH2:21][CH2:20][S:19]2(=[O:23])=[O:24])[CH:15]=[CH:14][C:13]=1[C:25]([N:27]1[CH2:28][CH2:29][N:30]([C:33]2[CH:38]=[CH:37][C:36]([CH3:39])=[CH:35][C:34]=2[CH3:40])[CH2:31][CH2:32]1)=[O:26]. (9) Given the reactants ClC1C(C2C(Cl)=CN=C(N[C@H]3CC[C@H](N[CH2:31][C@H:32]([OH:37])[C:33]([F:36])([F:35])[F:34])CC3)C=2)=NC(NCC2CCOCC2)=CC=1.[NH2:38][C@H:39]1[CH2:44][CH2:43][C@H:42]([NH:45][C:46]2[CH:51]=[C:50]([C:52]3[C:57]([Cl:58])=[CH:56][CH:55]=[C:54]([NH:59][CH2:60][CH:61]4[CH2:66][CH2:65][O:64][C:63]([CH3:68])([CH3:67])[CH2:62]4)[N:53]=3)[C:49]([Cl:69])=[CH:48][N:47]=2)[CH2:41][CH2:40]1.FC(F)(F)[C@H]1OC1, predict the reaction product. The product is: [Cl:58][C:57]1[C:52]([C:50]2[C:49]([Cl:69])=[CH:48][N:47]=[C:46]([NH:45][C@H:42]3[CH2:43][CH2:44][C@H:39]([NH:38][CH2:31][C@H:32]([OH:37])[C:33]([F:36])([F:35])[F:34])[CH2:40][CH2:41]3)[CH:51]=2)=[N:53][C:54]([NH:59][CH2:60][CH:61]2[CH2:66][CH2:65][O:64][C:63]([CH3:67])([CH3:68])[CH2:62]2)=[CH:55][CH:56]=1. (10) Given the reactants [CH3:1][N:2]1[CH2:7][CH2:6][N:5]([CH2:8][C:9]2[CH:14]=[C:13]([C:15]([F:18])([F:17])[F:16])[CH:12]=[C:11]([N+:19]([O-])=O)[CH:10]=2)[CH2:4][CH2:3]1, predict the reaction product. The product is: [CH3:1][N:2]1[CH2:7][CH2:6][N:5]([CH2:8][C:9]2[CH:10]=[C:11]([CH:12]=[C:13]([C:15]([F:18])([F:16])[F:17])[CH:14]=2)[NH2:19])[CH2:4][CH2:3]1.